Dataset: Catalyst prediction with 721,799 reactions and 888 catalyst types from USPTO. Task: Predict which catalyst facilitates the given reaction. (1) Reactant: [NH2:1][C@H:2]([C:10]([OH:12])=[O:11])[CH2:3][C:4]1[CH:9]=[CH:8][CH:7]=[CH:6][CH:5]=1.[CH2:13]1[O:16][CH:14]1[CH3:15].Br. Product: [OH:16][CH:14]([CH3:15])[CH2:13][NH:1][C@H:2]([C:10]([OH:12])=[O:11])[CH2:3][C:4]1[CH:9]=[CH:8][CH:7]=[CH:6][CH:5]=1. The catalyst class is: 6. (2) Reactant: Br[C:2]1[CH:11]=[C:10]2[C:5]([C:6]([N:13]3[CH2:17][CH2:16][CH2:15][CH2:14]3)=[N:7][C:8]([CH3:12])=[N:9]2)=[CH:4][CH:3]=1.C1C=CC(P(C2C(C3C(P(C4C=CC=CC=4)C4C=CC=CC=4)=CC=C4C=3C=CC=C4)=C3C(C=CC=C3)=CC=2)C2C=CC=CC=2)=CC=1.[NH2:64][CH2:65][CH:66]1[CH2:68][CH2:67]1. Product: [CH:66]1([CH2:65][NH:64][C:2]2[CH:11]=[C:10]3[C:5]([C:6]([N:13]4[CH2:17][CH2:16][CH2:15][CH2:14]4)=[N:7][C:8]([CH3:12])=[N:9]3)=[CH:4][CH:3]=2)[CH2:68][CH2:67]1. The catalyst class is: 164. (3) Reactant: OC1CCN(CC2C=CC=CC=2)CC1.C([N:22]1[CH2:27][CH2:26][CH:25]([O:28][C:29](=[O:43])[NH:30][C:31]2[CH:36]=[CH:35][CH:34]=[CH:33][C:32]=2[C:37]2[CH:42]=[CH:41][CH:40]=[CH:39][CH:38]=2)[CH2:24][CH2:23]1)C1C=CC=CC=1.Cl.C([O-])=O.[NH4+]. Product: [NH:22]1[CH2:23][CH2:24][CH:25]([O:28][C:29](=[O:43])[NH:30][C:31]2[CH:36]=[CH:35][CH:34]=[CH:33][C:32]=2[C:37]2[CH:42]=[CH:41][CH:40]=[CH:39][CH:38]=2)[CH2:26][CH2:27]1. The catalyst class is: 8. (4) Reactant: [NH2:1][C:2]1[C:7]([C:8]#[N:9])=[C:6]([NH:10][CH:11]([C:13]2[CH:14]=[C:15]3[N:20]([C:21]=2[C:22]#[C:23][CH2:24][O:25][Si](C(C)C)(C(C)C)C(C)C)[CH:19]=[CH:18][CH:17]=[CH:16]3)[CH3:12])[N:5]=[CH:4][N:3]=1.[F-].C([N+](CCCC)(CCCC)CCCC)CCC. Product: [NH2:1][C:2]1[C:7]([C:8]#[N:9])=[C:6]([NH:10][CH:11]([C:13]2[CH:14]=[C:15]3[N:20]([C:21]=2[C:22]#[C:23][CH2:24][OH:25])[CH:19]=[CH:18][CH:17]=[CH:16]3)[CH3:12])[N:5]=[CH:4][N:3]=1. The catalyst class is: 1.